Dataset: Full USPTO retrosynthesis dataset with 1.9M reactions from patents (1976-2016). Task: Predict the reactants needed to synthesize the given product. (1) The reactants are: Br[CH2:2][CH2:3][CH2:4][CH2:5][CH2:6][CH2:7][C:8]1[C:14]2[CH:15]=[CH:16][C:17]([OH:19])=[CH:18][C:13]=2[CH2:12][CH2:11][CH2:10][C:9]=1[C:20]1[CH:25]=[CH:24][CH:23]=[C:22]([OH:26])[CH:21]=1.[CH3:27][O:28][CH2:29][CH2:30][NH:31][CH2:32][CH2:33][CH2:34][S:35]([CH2:38][CH2:39][CH2:40][C:41]([F:47])([F:46])[C:42]([F:45])([F:44])[F:43])(=[O:37])=[O:36]. Given the product [OH:26][C:22]1[CH:21]=[C:20]([C:9]2[CH2:10][CH2:11][CH2:12][C:13]3[CH:18]=[C:17]([OH:19])[CH:16]=[CH:15][C:14]=3[C:8]=2[CH2:7][CH2:6][CH2:5][CH2:4][CH2:3][CH2:2][N:31]([CH2:30][CH2:29][O:28][CH3:27])[CH2:32][CH2:33][CH2:34][S:35]([CH2:38][CH2:39][CH2:40][C:41]([F:47])([F:46])[C:42]([F:43])([F:44])[F:45])(=[O:36])=[O:37])[CH:25]=[CH:24][CH:23]=1, predict the reactants needed to synthesize it. (2) Given the product [F:1][C:2]1[CH:7]=[CH:6][C:5]([C:12]2[S:16][C:15]([C:17]([O:19][CH2:20][CH3:21])=[O:18])=[CH:14][CH:13]=2)=[CH:4][CH:3]=1, predict the reactants needed to synthesize it. The reactants are: [F:1][C:2]1[CH:7]=[CH:6][C:5](B(O)O)=[CH:4][CH:3]=1.Br[C:12]1[S:16][C:15]([C:17]([O:19][CH2:20][CH3:21])=[O:18])=[CH:14][CH:13]=1.[F-].[K+]. (3) Given the product [Br:9][C:10]1[CH:24]=[CH:23][CH:22]=[CH:21][C:11]=1[C:12]([C:14]1[CH:19]=[CH:18][CH:17]=[CH:16][C:15]=1[Br:20])([C:30]1[CH:35]=[CH:34][CH:33]=[CH:32][CH:31]=1)[C:1]1[CH:6]=[CH:5][CH:4]=[CH:3][CH:2]=1, predict the reactants needed to synthesize it. The reactants are: [C:1]1([Mg]Br)[CH:6]=[CH:5][CH:4]=[CH:3][CH:2]=1.[Br:9][C:10]1[CH:24]=[CH:23][CH:22]=[CH:21][C:11]=1[C:12]([C:14]1[CH:19]=[CH:18][CH:17]=[CH:16][C:15]=1[Br:20])=O.S(Cl)(Cl)=O.N[C:30]1[CH:35]=[CH:34][CH:33]=[CH:32][CH:31]=1.Cl.N(OCCC(C)C)=O.P(P(O)(O)=O)(O)(O)=O.